This data is from Forward reaction prediction with 1.9M reactions from USPTO patents (1976-2016). The task is: Predict the product of the given reaction. Given the reactants [CH2:1]([C:5]1[N:10]=[C:9]([C:11]([OH:13])=O)[CH:8]=[C:7]([O:14][CH3:15])[CH:6]=1)[CH:2]([CH3:4])[CH3:3].[OH:16][C:17]1[C:26]([CH3:27])=[CH:25][C:20]([C:21]([NH:23]O)=[NH:22])=[CH:19][C:18]=1[CH3:28], predict the reaction product. The product is: [CH2:1]([C:5]1[N:10]=[C:9]([C:11]2[O:13][N:23]=[C:21]([C:20]3[CH:25]=[C:26]([CH3:27])[C:17]([OH:16])=[C:18]([CH3:28])[CH:19]=3)[N:22]=2)[CH:8]=[C:7]([O:14][CH3:15])[CH:6]=1)[CH:2]([CH3:3])[CH3:4].